Dataset: NCI-60 drug combinations with 297,098 pairs across 59 cell lines. Task: Regression. Given two drug SMILES strings and cell line genomic features, predict the synergy score measuring deviation from expected non-interaction effect. (1) Drug 1: CC1=C2C(C(=O)C3(C(CC4C(C3C(C(C2(C)C)(CC1OC(=O)C(C(C5=CC=CC=C5)NC(=O)OC(C)(C)C)O)O)OC(=O)C6=CC=CC=C6)(CO4)OC(=O)C)OC)C)OC. Drug 2: CCC(=C(C1=CC=CC=C1)C2=CC=C(C=C2)OCCN(C)C)C3=CC=CC=C3.C(C(=O)O)C(CC(=O)O)(C(=O)O)O. Cell line: HOP-92. Synergy scores: CSS=38.7, Synergy_ZIP=7.48, Synergy_Bliss=7.74, Synergy_Loewe=-14.4, Synergy_HSA=8.90. (2) Drug 1: CCCCC(=O)OCC(=O)C1(CC(C2=C(C1)C(=C3C(=C2O)C(=O)C4=C(C3=O)C=CC=C4OC)O)OC5CC(C(C(O5)C)O)NC(=O)C(F)(F)F)O. Drug 2: C#CCC(CC1=CN=C2C(=N1)C(=NC(=N2)N)N)C3=CC=C(C=C3)C(=O)NC(CCC(=O)O)C(=O)O. Cell line: NCI-H460. Synergy scores: CSS=37.9, Synergy_ZIP=-2.37, Synergy_Bliss=-5.60, Synergy_Loewe=-5.36, Synergy_HSA=-5.35.